From a dataset of NCI-60 drug combinations with 297,098 pairs across 59 cell lines. Regression. Given two drug SMILES strings and cell line genomic features, predict the synergy score measuring deviation from expected non-interaction effect. Drug 1: CS(=O)(=O)C1=CC(=C(C=C1)C(=O)NC2=CC(=C(C=C2)Cl)C3=CC=CC=N3)Cl. Drug 2: C(CCl)NC(=O)N(CCCl)N=O. Cell line: HCC-2998. Synergy scores: CSS=6.56, Synergy_ZIP=-2.11, Synergy_Bliss=-1.91, Synergy_Loewe=-8.13, Synergy_HSA=-5.32.